From a dataset of Full USPTO retrosynthesis dataset with 1.9M reactions from patents (1976-2016). Predict the reactants needed to synthesize the given product. (1) Given the product [CH:36]([NH:39][CH2:2][CH2:3][O:4][C:5]1[CH:6]=[CH:7][C:8]([C:21]2[NH:30][C:29](=[O:31])[C:28]3[C:23](=[CH:24][C:25]([O:34][CH3:35])=[CH:26][C:27]=3[O:32][CH3:33])[N:22]=2)=[N:9][C:10]=1[C:11]1[CH:16]=[CH:15][CH:14]=[C:13]([S:17]([CH3:20])(=[O:19])=[O:18])[CH:12]=1)([CH3:38])[CH3:37], predict the reactants needed to synthesize it. The reactants are: Br[CH2:2][CH2:3][O:4][C:5]1[CH:6]=[CH:7][C:8]([C:21]2[NH:30][C:29](=[O:31])[C:28]3[C:23](=[CH:24][C:25]([O:34][CH3:35])=[CH:26][C:27]=3[O:32][CH3:33])[N:22]=2)=[N:9][C:10]=1[C:11]1[CH:16]=[CH:15][CH:14]=[C:13]([S:17]([CH3:20])(=[O:19])=[O:18])[CH:12]=1.[CH:36]([NH2:39])([CH3:38])[CH3:37]. (2) Given the product [NH2:10][C@@H:9]([CH2:8][C:7]1[CH:14]=[CH:15][C:4]([C:17]2[C:18](=[O:26])[N:19]([CH3:25])[N:20]=[CH:21][C:22]=2[O:23][CH3:24])=[CH:5][CH:6]=1)[C:11]([OH:13])=[O:12], predict the reactants needed to synthesize it. The reactants are: B([C:4]1[CH:15]=[CH:14][C:7]([CH2:8][C@@H:9]([C:11]([OH:13])=[O:12])[NH2:10])=[CH:6][CH:5]=1)(O)O.Br[C:17]1[C:18](=[O:26])[N:19]([CH3:25])[N:20]=[CH:21][C:22]=1[O:23][CH3:24].C(=O)([O-])[O-].[Na+].[Na+].Cl. (3) Given the product [Br:21][C:17]1[C:16]([CH3:22])=[CH:15][C:14]([O:13][C@H:11]2[CH2:10][C@H:9]([S:2][CH3:1])[CH2:12]2)=[CH:19][C:18]=1[CH3:20], predict the reactants needed to synthesize it. The reactants are: [CH3:1][S-:2].[Na+].CS(O[C@H:9]1[CH2:12][C@@H:11]([O:13][C:14]2[CH:19]=[C:18]([CH3:20])[C:17]([Br:21])=[C:16]([CH3:22])[CH:15]=2)[CH2:10]1)(=O)=O. (4) Given the product [N:16]1[C:10]2[NH:11][CH2:12][CH2:13][CH2:14][O:15][C:9]=2[CH:8]=[C:7]([CH:5]=[CH:6][C:22]([OH:21])=[O:19])[CH:17]=1, predict the reactants needed to synthesize it. The reactants are: C(OC(=O)[C:5]([C:7]1[CH:17]=[N:16][C:10]2[NH:11][CH2:12][CH2:13][CH2:14][O:15][C:9]=2[CH:8]=1)=[CH2:6])C.[OH-:19].[Na+].[OH2:21].[CH3:22]O.